Predict the product of the given reaction. From a dataset of Forward reaction prediction with 1.9M reactions from USPTO patents (1976-2016). (1) Given the reactants [C:1]([O:5][CH2:6][C:7]1[C:16]([C:17]2[CH:22]=[CH:21][CH:20]=[CH:19][C:18]=2[O:23][CH3:24])=[CH:15][CH:14]=[C:13]2[C:8]=1[C:9]([CH3:27])=[CH:10][C:11]([CH3:26])([CH3:25])[NH:12]2)(=[O:4])[CH:2]=[CH2:3].[CH2:28](Br)[CH:29]=[CH2:30].C(=O)([O-])[O-].[K+].[K+], predict the reaction product. The product is: [C:1]([O:5][CH2:6][C:7]1[C:16]([C:17]2[CH:22]=[CH:21][CH:20]=[CH:19][C:18]=2[O:23][CH3:24])=[CH:15][CH:14]=[C:13]2[C:8]=1[C:9]([CH3:27])=[CH:10][C:11]([CH3:26])([CH3:25])[N:12]2[CH2:30][CH:29]=[CH2:28])(=[O:4])[CH:2]=[CH2:3]. (2) Given the reactants Cl.[CH:2]1([CH2:5][O:6][C:7]2[CH:12]=[C:11]([F:13])[CH:10]=[CH:9][C:8]=2[C:14]2[CH:19]=[CH:18][N:17]=[C:16]3[C:20]([C:24]([NH:26][CH:27]4[CH2:32][CH2:31][NH:30][CH2:29][CH2:28]4)=[O:25])=[C:21]([CH3:23])[NH:22][C:15]=23)[CH2:4][CH2:3]1.C([O:36][C@@H:37]([CH3:41])[C:38](Cl)=[O:39])(=O)C, predict the reaction product. The product is: [CH:2]1([CH2:5][O:6][C:7]2[CH:12]=[C:11]([F:13])[CH:10]=[CH:9][C:8]=2[C:14]2[CH:19]=[CH:18][N:17]=[C:16]3[C:20]([C:24]([NH:26][CH:27]4[CH2:28][CH2:29][N:30]([C:38](=[O:39])[C@@H:37]([OH:36])[CH3:41])[CH2:31][CH2:32]4)=[O:25])=[C:21]([CH3:23])[NH:22][C:15]=23)[CH2:4][CH2:3]1. (3) Given the reactants [C:1]([C:4]1[C:9]([CH3:10])=[C:8]([N:11]2[CH:16]=[CH:15][CH2:14][CH:13]=[CH:12]2)[CH:7]([CH2:17][O:18][CH2:19][CH2:20][N:21]=[N+:22]=[N-:23])[C:6]2(C(OCCC#N)=O)[O:24][CH2:25][O:26][C:5]=12)(=[O:3])[CH3:2].[OH-:34].[Na+].[O:36]1[CH2:41]COCC1, predict the reaction product. The product is: [C:1]([C:4]1[C:5]2[O:26][CH2:25][O:24][C:6]=2[C:7]([CH2:17][O:18][CH2:19][CH2:20][N:21]=[N+:22]=[N-:23])=[C:8]([N:11]2[CH:12]=[CH:13][CH2:14][C:15]([C:41]([OH:36])=[O:34])=[CH:16]2)[C:9]=1[CH3:10])(=[O:3])[CH3:2]. (4) Given the reactants [C:1]([N:5]1[C:9](=[O:10])[C:8](Cl)=[C:7]([C:12]2[CH:17]=[CH:16][CH:15]=[CH:14][CH:13]=2)[S:6]1(=[O:19])=[O:18])([CH3:4])([CH3:3])[CH3:2].[Cl:20][C:21]1[C:22]([N:31]2[CH2:36][CH2:35][CH:34]([NH2:37])[CH2:33][CH2:32]2)=[N:23][CH:24]=[C:25]([C:27]([F:30])([F:29])[F:28])[CH:26]=1, predict the reaction product. The product is: [C:1]([N:5]1[C:9](=[O:10])[C:8]([NH:37][CH:34]2[CH2:33][CH2:32][N:31]([C:22]3[C:21]([Cl:20])=[CH:26][C:25]([C:27]([F:30])([F:29])[F:28])=[CH:24][N:23]=3)[CH2:36][CH2:35]2)=[C:7]([C:12]2[CH:17]=[CH:16][CH:15]=[CH:14][CH:13]=2)[S:6]1(=[O:19])=[O:18])([CH3:4])([CH3:3])[CH3:2]. (5) The product is: [C:19]([OH:26])(=[O:25])/[CH:20]=[CH:21]/[C:22]([OH:24])=[O:23].[CH3:1][O:2][N:3]([CH3:18])[C:4]1[N:5]=[C:6]([NH:14][CH2:15][CH2:16][CH3:17])[N:7]=[C:8]([NH:10][CH2:11][C:12]#[CH:13])[N:9]=1. Given the reactants [CH3:1][O:2][N:3]([CH3:18])[C:4]1[N:9]=[C:8]([NH:10][CH2:11][CH2:12][CH3:13])[N:7]=[C:6]([NH:14][CH2:15][C:16]#[CH:17])[N:5]=1.[C:19]([OH:26])(=[O:25])/[CH:20]=[CH:21]/[C:22]([OH:24])=[O:23], predict the reaction product.